This data is from Reaction yield outcomes from USPTO patents with 853,638 reactions. The task is: Predict the reaction yield, written as a fraction of the theoretical maximum amount of product (1.0 means a 100% yield; for example, 0.34 means a 34% yield). (1) The reactants are [CH:1]1([CH2:4][N:5]2[C:13]3[N:12]=[C:11]([CH2:14][C:15]4[CH:20]=[CH:19][C:18]([NH:21][S:22]([C:25]5[C:26]([CH3:32])=[N:27][N:28]([CH3:31])[C:29]=5Cl)(=[O:24])=[O:23])=[CH:17][CH:16]=4)[NH:10][C:9]=3[C:8](=[O:33])[N:7]([CH2:34][C:35]3[CH:40]=[CH:39][CH:38]=[CH:37][C:36]=3[F:41])[C:6]2=[O:42])[CH2:3][CH2:2]1.C([O-])(=O)C.[Na+]. The catalyst is C(Cl)Cl.CO.CO.C(Cl)Cl.[Pd]. The product is [CH:1]1([CH2:4][N:5]2[C:13]3[N:12]=[C:11]([CH2:14][C:15]4[CH:20]=[CH:19][C:18]([NH:21][S:22]([C:25]5[C:26]([CH3:32])=[N:27][N:28]([CH3:31])[CH:29]=5)(=[O:23])=[O:24])=[CH:17][CH:16]=4)[NH:10][C:9]=3[C:8](=[O:33])[N:7]([CH2:34][C:35]3[CH:40]=[CH:39][CH:38]=[CH:37][C:36]=3[F:41])[C:6]2=[O:42])[CH2:3][CH2:2]1. The yield is 0.650. (2) The reactants are [CH3:1][C:2]1[CH:7]=[CH:6][N:5]=[CH:4][C:3]=1[C:8]1[CH:9]=[C:10]2[C:16]([CH:17]=O)=[N:15][N:14](C3CCCCO3)[C:11]2=[CH:12][N:13]=1.[NH2:25][C:26]1[C:27]([C:33]2[CH:34]=[C:35]([CH:42]=[C:43]([F:45])[CH:44]=2)[CH2:36][NH:37][S:38]([CH3:41])(=[O:40])=[O:39])=[N:28][CH:29]=[CH:30][C:31]=1[NH2:32]. The catalyst is CN(C=O)C. The product is [F:45][C:43]1[CH:42]=[C:35]([CH:34]=[C:33]([C:27]2[C:26]3[N:25]=[C:17]([C:16]4[C:10]5[C:11](=[CH:12][N:13]=[C:8]([C:3]6[CH:4]=[N:5][CH:6]=[CH:7][C:2]=6[CH3:1])[CH:9]=5)[NH:14][N:15]=4)[NH:32][C:31]=3[CH:30]=[CH:29][N:28]=2)[CH:44]=1)[CH2:36][NH:37][S:38]([CH3:41])(=[O:40])=[O:39]. The yield is 0.164. (3) The reactants are [O:1]=[CH:2][C:3]#[C:4][C:5]1[CH:12]=[CH:11][C:8]([C:9]#[N:10])=[CH:7][CH:6]=1.[N-:13]=[N+:14]=[N-:15].[Na+]. The catalyst is CS(C)=O. The product is [CH:2]([C:3]1[C:4]([C:5]2[CH:6]=[CH:7][C:8]([C:9]#[N:10])=[CH:11][CH:12]=2)=[N:13][NH:14][N:15]=1)=[O:1]. The yield is 0.200. (4) The reactants are C([N:8]1[CH2:21][CH2:20][C:19]2[C:18]3[CH:17]=[C:16]([C:22]4[CH:27]=[CH:26][C:25]([O:28][CH3:29])=[CH:24][CH:23]=4)[CH:15]=[CH:14][C:13]=3[NH:12][C:11]=2[CH2:10][CH2:9]1)C1C=CC=CC=1.[ClH:30]. The product is [ClH:30].[CH3:29][O:28][C:25]1[CH:26]=[CH:27][C:22]([C:16]2[CH:15]=[CH:14][C:13]3[NH:12][C:11]4[CH2:10][CH2:9][NH:8][CH2:21][CH2:20][C:19]=4[C:18]=3[CH:17]=2)=[CH:23][CH:24]=1. The yield is 0.800. The catalyst is C(O)C.[Pd].